Dataset: Forward reaction prediction with 1.9M reactions from USPTO patents (1976-2016). Task: Predict the product of the given reaction. Given the reactants [F:1][C:2]1[CH:9]=[CH:8][C:5]([CH:6]=O)=[CH:4][CH:3]=1.[N+:10]([CH2:13][CH3:14])([O-:12])=[O:11].C(OC)(OC)OC.Cl.CN.C([O-])(=O)C.[K+], predict the reaction product. The product is: [F:1][C:2]1[CH:9]=[CH:8][C:5](/[CH:6]=[C:13](/[N+:10]([O-:12])=[O:11])\[CH3:14])=[CH:4][CH:3]=1.